Task: Predict the reactants needed to synthesize the given product.. Dataset: Full USPTO retrosynthesis dataset with 1.9M reactions from patents (1976-2016) Given the product [Cl:10][C:6]1[C:7]([C:8]#[N:9])=[C:2]([N:22]2[CH2:23][CH2:24][CH:19]([C:13]3[CH:18]=[CH:17][CH:16]=[CH:15][CH:14]=3)[CH2:20][CH2:21]2)[N:3]=[C:4]([S:11][CH3:12])[N:5]=1, predict the reactants needed to synthesize it. The reactants are: Cl[C:2]1[C:7]([C:8]#[N:9])=[C:6]([Cl:10])[N:5]=[C:4]([S:11][CH3:12])[N:3]=1.[C:13]1([CH:19]2[CH2:24][CH2:23][NH:22][CH2:21][CH2:20]2)[CH:18]=[CH:17][CH:16]=[CH:15][CH:14]=1.C(N(C(C)C)C(C)C)C.